Dataset: Reaction yield outcomes from USPTO patents with 853,638 reactions. Task: Predict the reaction yield, written as a fraction of the theoretical maximum amount of product (1.0 means a 100% yield; for example, 0.34 means a 34% yield). The reactants are [F:1][C:2]1[CH:3]=[C:4]([CH:7]=[C:8]([F:11])[C:9]=1F)[CH:5]=[O:6].[CH3:12][S-:13].[Na+].O. The catalyst is C1COCC1. The product is [F:1][C:2]1[CH:3]=[C:4]([CH:7]=[C:8]([F:11])[C:9]=1[S:13][CH3:12])[CH:5]=[O:6]. The yield is 0.620.